This data is from PAMPA (Parallel Artificial Membrane Permeability Assay) permeability data from NCATS. The task is: Regression/Classification. Given a drug SMILES string, predict its absorption, distribution, metabolism, or excretion properties. Task type varies by dataset: regression for continuous measurements (e.g., permeability, clearance, half-life) or binary classification for categorical outcomes (e.g., BBB penetration, CYP inhibition). Dataset: pampa_ncats. (1) The compound is C1=CC=C2C(=C1)C(=O)N3C4=CC=CC=C4C(=O)C3=N2. The result is 1 (high permeability). (2) The molecule is CC1=CC(=NC(=N1)N2CCCC(C2)C(=O)NCCC3=CC=C(C=C3)F)C. The result is 1 (high permeability). (3) The drug is COC1=C(C=CC(=C1)/C=C\2/C3=CC=CC=C3NC2=O)O. The result is 1 (high permeability).